Task: Predict the reactants needed to synthesize the given product.. Dataset: Full USPTO retrosynthesis dataset with 1.9M reactions from patents (1976-2016) (1) Given the product [C:25]1([C:24]2[C:20]3[C:15](=[CH:16][CH:17]=[CH:18][CH:19]=3)[CH2:21][CH2:22][N:23]=2)[CH:30]=[CH:29][CH:28]=[CH:27][CH:26]=1, predict the reactants needed to synthesize it. The reactants are: O=P12OP3(OP(OP(O3)(O1)=O)(=O)O2)=O.[C:15]1([CH2:21][CH2:22][NH:23][C:24](=O)[C:25]2[CH:30]=[CH:29][CH:28]=[CH:27][CH:26]=2)[CH:20]=[CH:19][CH:18]=[CH:17][CH:16]=1.[OH-].[Na+]. (2) The reactants are: CC([O-])(C)C.[K+].[CH3:7][CH2:8][O:9][C:10]([CH2:12]P(OCC)(OCC)=O)=[O:11].[N:21]1([C:25]2([C:32]3[CH:37]=[CH:36][CH:35]=[CH:34][CH:33]=3)[CH2:30][CH2:29][C:28](=O)[CH2:27][CH2:26]2)[CH2:24][CH2:23][CH2:22]1. Given the product [CH2:8]([O:9][C:10](=[O:11])[CH:12]=[C:28]1[CH2:27][CH2:26][C:25]([N:21]2[CH2:22][CH2:23][CH2:24]2)([C:32]2[CH:37]=[CH:36][CH:35]=[CH:34][CH:33]=2)[CH2:30][CH2:29]1)[CH3:7], predict the reactants needed to synthesize it. (3) Given the product [CH3:43][S:42]([C:39]1[CH:38]=[CH:37][C:36]([CH:32]2[CH2:33][CH2:34][CH2:35][N:30]3[N:29]=[C:28](/[CH:27]=[CH:26]/[C:16]4[CH:17]=[CH:18][C:19]([N:20]5[CH:24]=[C:23]([CH3:25])[N:22]=[CH:21]5)=[C:14]([O:13][CH3:12])[CH:15]=4)[N:44]=[C:31]23)=[CH:41][CH:40]=1)(=[O:9])=[O:53], predict the reactants needed to synthesize it. The reactants are: C1C=C(Cl)C=C(C(OO)=[O:9])C=1.[CH3:12][O:13][C:14]1[CH:15]=[C:16](/[CH:26]=[CH:27]/[C:28]2[N:44]=[C:31]3[CH:32]([C:36]4[CH:41]=[CH:40][C:39]([S:42][CH3:43])=[CH:38][CH:37]=4)[CH2:33][CH2:34][CH2:35][N:30]3[N:29]=2)[CH:17]=[CH:18][C:19]=1[N:20]1[CH:24]=[C:23]([CH3:25])[N:22]=[CH:21]1.C(OCC)(=O)C.[Cl-].[Na+].[OH2:53]. (4) Given the product [C:1]([C:4]1[C:9]([C:10]2[CH:15]=[CH:14][CH:13]=[CH:12][CH:11]=2)=[N:8][N:7]([CH2:16][CH3:17])[C:6](=[O:18])[C:5]=1[NH:19][C:29]1[CH:28]=[CH:27][C:26]([C:24]([O:23][CH3:22])=[O:25])=[C:35]2[C:30]=1[CH:31]=[CH:32][CH:33]=[N:34]2)(=[O:3])[CH3:2], predict the reactants needed to synthesize it. The reactants are: [C:1]([C:4]1[C:9]([C:10]2[CH:15]=[CH:14][CH:13]=[CH:12][CH:11]=2)=[N:8][N:7]([CH2:16][CH3:17])[C:6](=[O:18])[C:5]=1[N+:19]([O-])=O)(=[O:3])[CH3:2].[CH3:22][O:23][C:24]([C:26]1[CH:27]=[CH:28][C:29](N)=[C:30]2[C:35]=1[N:34]=[CH:33][CH:32]=[CH:31]2)=[O:25]. (5) The reactants are: [CH3:1][N:2]1[C:6]([C:7]2[CH:8]=[C:9]3[CH:18]=[CH:17][CH:16]=[C:15]4[C:10]3=[C:11]([CH:31]=2)[C:12](=[O:30])[N:13]([CH2:20][CH2:21][CH2:22][C:23]([O:25]C(C)(C)C)=[O:24])[C:14]4=[O:19])=[N:5][N:4]=[N:3]1.C([SiH](CC)CC)C.FC(F)(F)C(O)=O. Given the product [CH3:1][N:2]1[C:6]([C:7]2[CH:8]=[C:9]3[CH:18]=[CH:17][CH:16]=[C:15]4[C:10]3=[C:11]([CH:31]=2)[C:12](=[O:30])[N:13]([CH2:20][CH2:21][CH2:22][C:23]([OH:25])=[O:24])[C:14]4=[O:19])=[N:5][N:4]=[N:3]1, predict the reactants needed to synthesize it.